This data is from Ames mutagenicity test results for genotoxicity prediction. The task is: Regression/Classification. Given a drug SMILES string, predict its toxicity properties. Task type varies by dataset: regression for continuous values (e.g., LD50, hERG inhibition percentage) or binary classification for toxic/non-toxic outcomes (e.g., AMES mutagenicity, cardiotoxicity, hepatotoxicity). Dataset: ames. (1) The drug is O=C(CBr)c1ccc(Br)cc1. The result is 0 (non-mutagenic). (2) The result is 0 (non-mutagenic). The drug is C=C1CCC2C(c3c(C)c(O)c4c(c31)C(=O)C(C)C4)C2(C)C. (3) The result is 1 (mutagenic). The molecule is O=C1CCO1. (4) The molecule is CCOC(=O)/C=C/c1ccc([N+](=O)[O-])o1. The result is 1 (mutagenic). (5) The molecule is CC1C(O)CCC2=CC(=O)C3(C4(CO)CO4)OC3C21C. The result is 1 (mutagenic). (6) The compound is O=[N+]([O-])c1cccc(CO/N=C/c2nc3cc([N+](=O)[O-])ccc3n2Cc2ccc(F)cc2)c1. The result is 0 (non-mutagenic). (7) The compound is O=C(Nc1ccc(Br)cc1)c1csc([N+](=O)[O-])c1. The result is 1 (mutagenic). (8) The drug is CC(=O)C(N=Nc1ccc(-c2ccc(N=NC(C(C)=O)C(=O)Nc3ccc(C)cc3C)c(Cl)c2)cc1Cl)C(=O)Nc1ccc(C)cc1C. The result is 0 (non-mutagenic). (9) The compound is CC12OOC1(COC(=O)Nc1ccc(Cl)cc1)Oc1ccccc12. The result is 1 (mutagenic).